Dataset: CYP2C9 inhibition data for predicting drug metabolism from PubChem BioAssay. Task: Regression/Classification. Given a drug SMILES string, predict its absorption, distribution, metabolism, or excretion properties. Task type varies by dataset: regression for continuous measurements (e.g., permeability, clearance, half-life) or binary classification for categorical outcomes (e.g., BBB penetration, CYP inhibition). Dataset: cyp2c9_veith. (1) The drug is COc1ccc(-c2cc(CNC(C)=O)on2)cc1. The result is 0 (non-inhibitor). (2) The molecule is C[N+]1(C)[C@H]2CC[C@@H]1CC(OC(=O)[C@@H](CO)c1ccccc1)C2. The result is 0 (non-inhibitor).